This data is from Reaction yield outcomes from USPTO patents with 853,638 reactions. The task is: Predict the reaction yield, written as a fraction of the theoretical maximum amount of product (1.0 means a 100% yield; for example, 0.34 means a 34% yield). The product is [C:33]([O:31][CH2:30][C@H:7]1[CH2:6][C@@H:5]([O:4][C:1](=[O:3])[CH3:2])[CH2:10][CH2:9][C@@:8]1([C@H:12]1[CH2:20][CH2:19][C@@:18]2([CH3:21])[C@@H:14]([CH2:15][CH2:16][C@:17]2([C:23]2[O:24][CH:25]=[CH:26][CH:27]=2)[OH:22])[C@@H:13]1[CH2:28][OH:29])[CH3:11])(=[O:34])[CH3:32]. The catalyst is CN(C1C=CN=CC=1)C.N1C=CC=CC=1. The reactants are [C:1]([O:4][C@H:5]1[CH2:10][CH2:9][C@@:8]([C@H:12]2[CH2:20][CH2:19][C@@:18]3([CH3:21])[C@@H:14]([CH2:15][CH2:16][C@:17]3([C:23]3[O:24][CH:25]=[CH:26][CH:27]=3)[OH:22])[C@@H:13]2[CH2:28][OH:29])([CH3:11])[C@@H:7]([CH2:30][OH:31])[CH2:6]1)(=[O:3])[CH3:2].[CH3:32][C:33](OC(C)=O)=[O:34]. The yield is 0.720.